Dataset: Full USPTO retrosynthesis dataset with 1.9M reactions from patents (1976-2016). Task: Predict the reactants needed to synthesize the given product. (1) Given the product [CH2:11]([O:18][C:19]1[CH:26]=[CH:25][CH:24]=[CH:23][C:20]=1[CH:21]([C:3]1[CH:8]=[CH:7][C:6]([CH2:9][CH3:10])=[CH:5][CH:4]=1)[OH:22])[C:12]1[CH:13]=[CH:14][CH:15]=[CH:16][CH:17]=1, predict the reactants needed to synthesize it. The reactants are: [Mg].Br[C:3]1[CH:8]=[CH:7][C:6]([CH2:9][CH3:10])=[CH:5][CH:4]=1.[CH2:11]([O:18][C:19]1[CH:26]=[CH:25][CH:24]=[CH:23][C:20]=1[CH:21]=[O:22])[C:12]1[CH:17]=[CH:16][CH:15]=[CH:14][CH:13]=1.[Cl-].[NH4+]. (2) Given the product [NH2:20][C:16]1[CH:15]=[C:14]([C:3]2[S:55][C:54]([NH2:56])=[N:53][C:4]=2[C:6]2[CH:7]=[CH:8][C:9]([O:12][CH3:13])=[CH:10][CH:11]=2)[CH:19]=[CH:18][N:17]=1, predict the reactants needed to synthesize it. The reactants are: Br.Br[CH:3]([C:14]1[CH:19]=[CH:18][N:17]=[C:16]([NH:20]C(OC(C)(C)C)=O)[CH:15]=1)[C:4]([C:6]1[CH:11]=[CH:10][C:9]([O:12][CH3:13])=[CH:8][CH:7]=1)=O.C(OC(NC1C=C(CC(C2C=CC(OC)=CC=2)=O)C=CN=1)=O)(C)(C)C.[NH2:53][C:54]([NH2:56])=[S:55].C(N(CC)CC)C. (3) Given the product [NH2:1][C:2]1[N:11]=[CH:10][C:9]2[C:8]([NH:22][C:18]3[CH:19]=[CH:20][CH:21]=[C:16]([N:15]([CH3:23])[CH3:14])[CH:17]=3)=[N:7][CH:6]=[N:5][C:4]=2[CH:3]=1, predict the reactants needed to synthesize it. The reactants are: [NH2:1][C:2]1[N:11]=[CH:10][C:9]2[C:8](SC)=[N:7][CH:6]=[N:5][C:4]=2[CH:3]=1.[CH3:14][N:15]([CH3:23])[C:16]1[CH:21]=[CH:20][CH:19]=[C:18]([NH2:22])[CH:17]=1. (4) Given the product [C:1]([Cl:14])(=[O:11])[C:2]1[CH:7]=[CH:6][C:5]([O:8][CH3:9])=[CH:4][CH:3]=1, predict the reactants needed to synthesize it. The reactants are: [C:1]([OH:11])(=O)[C:2]1[CH:7]=[CH:6][C:5]([O:8][CH3:9])=[CH:4][CH:3]=1.O=S(Cl)[Cl:14]. (5) The reactants are: [OH:1][C:2]1[C:3]([CH3:11])=[C:4]([CH:8]=[CH:9][CH:10]=1)[C:5]([OH:7])=[O:6].S(Cl)(Cl)=O.[CH3:16]O. Given the product [OH:1][C:2]1[C:3]([CH3:11])=[C:4]([CH:8]=[CH:9][CH:10]=1)[C:5]([O:7][CH3:16])=[O:6], predict the reactants needed to synthesize it. (6) Given the product [CH3:1][C:2]1[C:7]([Cl:8])=[CH:6][CH:5]=[CH:4][C:3]=1[N:9]1[C:13](=[O:14])[N:12]([CH3:15])[N:11]=[N:10]1, predict the reactants needed to synthesize it. The reactants are: [CH3:1][C:2]1[C:7]([Cl:8])=[CH:6][CH:5]=[CH:4][C:3]=1[N:9]1[C:13](=[O:14])[NH:12][N:11]=[N:10]1.[CH3:15]N(C)C=O.[H-].[Na+].CI. (7) The reactants are: CC1(C)C(C)(C)OB([C:9]2[CH:14]=[CH:13][C:12]([N:15]3[C:27]4[CH:26]=[CH:25][CH:24]=[CH:23][C:22]=4[C:21]4[C:16]3=[CH:17][CH:18]=[CH:19][CH:20]=4)=[CH:11][CH:10]=2)O1.Br[C:30]1[CH:43]=[CH:42][C:33]2[O:34][C:35]3[CH:40]=[CH:39][C:38]([Br:41])=[CH:37][C:36]=3[C:32]=2[CH:31]=1.C(=O)([O-])[O-].[K+].[K+].O1CCOCC1. Given the product [Br:41][C:38]1[CH:39]=[CH:40][C:35]2[O:34][C:33]3[CH:42]=[CH:43][C:30]([C:9]4[CH:10]=[CH:11][C:12]([N:15]5[C:16]6[CH:17]=[CH:18][CH:19]=[CH:20][C:21]=6[C:22]6[C:27]5=[CH:26][CH:25]=[CH:24][CH:23]=6)=[CH:13][CH:14]=4)=[CH:31][C:32]=3[C:36]=2[CH:37]=1, predict the reactants needed to synthesize it. (8) Given the product [C:34]([N:1]1[CH2:6][CH2:5][CH2:4][CH2:3][CH:2]1[CH:7]1[CH2:11][CH2:10][N:9]([CH2:12][CH2:13][C:14]2[CH:19]=[CH:18][CH:17]=[CH:16][C:15]=2[N:20]2[CH2:25][CH2:24][CH2:23][CH2:22][C:21]2=[O:26])[CH2:8]1)(=[O:36])[CH3:35], predict the reactants needed to synthesize it. The reactants are: [NH:1]1[CH2:6][CH2:5][CH2:4][CH2:3][CH:2]1[CH:7]1[CH2:11][CH2:10][N:9]([CH2:12][CH2:13][C:14]2[CH:19]=[CH:18][CH:17]=[CH:16][C:15]=2[N:20]2[CH2:25][CH2:24][CH2:23][CH2:22][C:21]2=[O:26])[CH2:8]1.C(N(CC)CC)C.[C:34](OC(=O)C)(=[O:36])[CH3:35].